This data is from Full USPTO retrosynthesis dataset with 1.9M reactions from patents (1976-2016). The task is: Predict the reactants needed to synthesize the given product. The reactants are: [C:1]([O:7][CH2:8][N:9]1[C:13]2[N:14]=[CH:15][N:16]=[C:17]([C:18]3[CH:19]=[N:20][N:21]([CH:23]([CH:27]4[CH2:31][CH2:30][CH2:29][CH2:28]4)[CH2:24][C:25]#[N:26])[CH:22]=3)[C:12]=2[CH:11]=[CH:10]1)(=[O:6])[C:2]([CH3:5])([CH3:4])[CH3:3].C[Si](CCOCCl)(C)C.ClC1C2C=CNC=2N=CN=1. Given the product [C:1]([O:7][CH2:8][N:9]1[C:13]2[N:14]=[CH:15][N:16]=[C:17]([C:18]3[CH:19]=[N:20][N:21]([C@@H:23]([CH:27]4[CH2:31][CH2:30][CH2:29][CH2:28]4)[CH2:24][C:25]#[N:26])[CH:22]=3)[C:12]=2[CH:11]=[CH:10]1)(=[O:6])[C:2]([CH3:4])([CH3:5])[CH3:3].[C:1]([O:7][CH2:8][N:9]1[C:13]2[N:14]=[CH:15][N:16]=[C:17]([C:18]3[CH:19]=[N:20][N:21]([C@H:23]([CH:27]4[CH2:31][CH2:30][CH2:29][CH2:28]4)[CH2:24][C:25]#[N:26])[CH:22]=3)[C:12]=2[CH:11]=[CH:10]1)(=[O:6])[C:2]([CH3:4])([CH3:5])[CH3:3], predict the reactants needed to synthesize it.